Dataset: Full USPTO retrosynthesis dataset with 1.9M reactions from patents (1976-2016). Task: Predict the reactants needed to synthesize the given product. (1) The reactants are: [CH3:1][O:2][C@H:3]1[CH2:20][CH2:19][C@@:18]2([CH3:21])[C:5](=[CH:6][C:7](=[O:23])[C@@H:8]3[C@@H:17]2[CH2:16][CH2:15][C@@:13]2([CH3:14])[C@H:9]3[CH2:10][CH2:11][C@@H:12]2[OH:22])[CH2:4]1.N1C=CC=CC=1[CH2:30][C:31](OC(=O)CC1C=CC=CN=1)=[O:32]. Given the product [CH3:1][O:2][C@H:3]1[CH2:20][CH2:19][C@@:18]2([CH3:21])[C:5](=[CH:6][C:7](=[O:23])[C@@H:8]3[C@@H:17]2[CH2:16][CH2:15][C@@:13]2([CH3:14])[C@H:9]3[CH2:10][CH2:11][C@@H:12]2[O:22][C:31](=[O:32])[CH3:30])[CH2:4]1, predict the reactants needed to synthesize it. (2) Given the product [CH3:11][O:12][C:13]1[CH:14]=[C:15]2[C:20](=[C:21]3[CH2:25][C:24]([CH3:27])([CH3:26])[O:23][C:22]=13)[C:19]([C:28]1[CH:29]=[C:30]([C:34]3[CH:35]=[CH:36][C:37]([NH:40][CH:1]=[O:3])=[CH:38][CH:39]=3)[CH:31]=[CH:32][CH:33]=1)=[N:18][C:17]([CH3:42])([CH3:41])[CH2:16]2, predict the reactants needed to synthesize it. The reactants are: [CH:1]([OH:3])=O.C(OC(=O)C)(=O)C.[CH3:11][O:12][C:13]1[CH:14]=[C:15]2[C:20](=[C:21]3[CH2:25][C:24]([CH3:27])([CH3:26])[O:23][C:22]=13)[C:19]([C:28]1[CH:29]=[C:30]([C:34]3[CH:39]=[CH:38][C:37]([NH2:40])=[CH:36][CH:35]=3)[CH:31]=[CH:32][CH:33]=1)=[N:18][C:17]([CH3:42])([CH3:41])[CH2:16]2.C(=O)([O-])O.[Na+]. (3) Given the product [CH2:11]([CH:3]1[CH2:4][CH2:5][CH2:6][NH:1][C:2]1=[O:7])[CH:10]=[CH2:9], predict the reactants needed to synthesize it. The reactants are: [NH:1]1[CH2:6][CH2:5][CH2:4][CH2:3][C:2]1=[O:7].[Li][CH2:9][CH2:10][CH2:11]C.BrCC=C. (4) The reactants are: [NH2:1][C@H:2]1[CH2:7][CH2:6][C@H:5]([NH:8][C:9]2[CH:10]=[C:11]([N:28]([CH:38]3[CH2:40][CH2:39]3)CC3C=CC(OC)=CC=3)[C:12]3[N:13]([C:15]([C:18]([NH:20][C:21]4[CH:26]=[CH:25][N:24]=[C:23]([Cl:27])[CH:22]=4)=[O:19])=[CH:16][N:17]=3)[N:14]=2)[CH2:4][CH2:3]1.C(O)(C(F)(F)F)=O. Given the product [NH2:1][C@H:2]1[CH2:3][CH2:4][C@H:5]([NH:8][C:9]2[CH:10]=[C:11]([NH:28][CH:38]3[CH2:39][CH2:40]3)[C:12]3[N:13]([C:15]([C:18]([NH:20][C:21]4[CH:26]=[CH:25][N:24]=[C:23]([Cl:27])[CH:22]=4)=[O:19])=[CH:16][N:17]=3)[N:14]=2)[CH2:6][CH2:7]1, predict the reactants needed to synthesize it. (5) Given the product [CH2:20]([O:15][C:14]([C@@:9]1([NH:8][C:1]([O:3][C:4]([CH3:7])([CH3:6])[CH3:5])=[O:2])[CH2:11][C@H:10]1[CH:12]1[CH2:26][CH2:13]1)=[O:16])[CH3:21], predict the reactants needed to synthesize it. The reactants are: [C:1]([NH:8][C@:9]1([C:14]([OH:16])=[O:15])[CH2:11][C@H:10]1[CH:12]=[CH2:13])([O:3][C:4]([CH3:7])([CH3:6])[CH3:5])=[O:2].[N+](=C)=[N-].[CH3:20][CH2:21]OC(C)=O.[CH3:26]CCCCC. (6) Given the product [CH:15]1([C@H:4]2[C@H:3]([CH3:18])[C@@H:2]([NH:1][C:20]3[CH:25]=[CH:24][C:23]([F:26])=[CH:22][N:21]=3)[C:11]3[C:6](=[CH:7][CH:8]=[CH:9][CH:10]=3)[N:5]2[C:12](=[O:14])[CH3:13])[CH2:17][CH2:16]1, predict the reactants needed to synthesize it. The reactants are: [NH2:1][C@H:2]1[C:11]2[C:6](=[CH:7][CH:8]=[CH:9][CH:10]=2)[N:5]([C:12](=[O:14])[CH3:13])[C@@H:4]([CH:15]2[CH2:17][CH2:16]2)[C@@H:3]1[CH3:18].Br[C:20]1[CH:25]=[CH:24][C:23]([F:26])=[CH:22][N:21]=1.CN(C1C(C2C(P(C3CCCCC3)C3CCCCC3)=CC=CC=2)=CC=CC=1)C.CC(C)([O-])C.[Na+].